Dataset: Full USPTO retrosynthesis dataset with 1.9M reactions from patents (1976-2016). Task: Predict the reactants needed to synthesize the given product. (1) Given the product [F:15][C:16]1[CH:21]=[CH:20][C:19]([CH:22]([O:1][C:2]2[N:6]([C:7]3[CH:12]=[C:11]([C:13]#[N:14])[CH:10]=[CH:9][N:8]=3)[N:5]=[CH:4][CH:3]=2)[CH3:23])=[CH:18][CH:17]=1, predict the reactants needed to synthesize it. The reactants are: [OH:1][C:2]1[N:6]([C:7]2[CH:12]=[C:11]([C:13]#[N:14])[CH:10]=[CH:9][N:8]=2)[N:5]=[CH:4][CH:3]=1.[F:15][C:16]1[CH:21]=[CH:20][C:19]([CH:22](O)[CH3:23])=[CH:18][CH:17]=1. (2) Given the product [F:34][C:21]1[C:20]2[C:25](=[CH:26][CH:27]=[C:18]([S:16][C:13]3[N:11]4[CH:12]=[C:7]([C:5]5[CH:4]=[N:3][N:2]([CH3:1])[CH:6]=5)[CH:8]=[CH:9][C:10]4=[N:15][N:14]=3)[CH:19]=2)[N:24]=[CH:23][C:22]=1[N:28]1[CH2:29][CH2:30][O:31][CH2:32][CH2:33]1, predict the reactants needed to synthesize it. The reactants are: [CH3:1][N:2]1[CH:6]=[C:5]([C:7]2[CH:8]=[CH:9][C:10]3[N:11]([C:13]([SH:16])=[N:14][N:15]=3)[CH:12]=2)[CH:4]=[N:3]1.Br[C:18]1[CH:19]=[C:20]2[C:25](=[CH:26][CH:27]=1)[N:24]=[CH:23][C:22]([N:28]1[CH2:33][CH2:32][O:31][CH2:30][CH2:29]1)=[C:21]2[F:34].C1(P(C2C=CC=CC=2)C2C3OC4C(=CC=CC=4P(C4C=CC=CC=4)C4C=CC=CC=4)C(C)(C)C=3C=CC=2)C=CC=CC=1.C(N(CC)C(C)C)(C)C.